From a dataset of Catalyst prediction with 721,799 reactions and 888 catalyst types from USPTO. Predict which catalyst facilitates the given reaction. (1) Reactant: [CH3:1][O:2][C:3]1[CH:8]=[CH:7][C:6]([C:9](=[O:14])[CH2:10][CH:11]([CH3:13])[CH3:12])=[CH:5][C:4]=1[O:15][CH2:16][CH2:17][CH2:18][O:19][CH3:20].N[C@@H](CC1C=CC=CC=1)COC.[Br:33][CH2:34]/[CH:35]=[CH:36]/[CH2:37]Br.Cl. Product: [Br:33][CH2:34]/[CH:35]=[CH:36]/[CH2:37][C@@H:10]([CH:11]([CH3:13])[CH3:12])[C:9]([C:6]1[CH:7]=[CH:8][C:3]([O:2][CH3:1])=[C:4]([O:15][CH2:16][CH2:17][CH2:18][O:19][CH3:20])[CH:5]=1)=[O:14]. The catalyst class is: 11. (2) Reactant: [Cl:1][C:2]1[CH:7]=[CH:6][CH:5]=[CH:4][C:3]=1[C:8](=[CH:25]N(C)C)[C:9]([C:11]1[S:24][C:14]2[C:15]3[CH:23]=[CH:22][CH:21]=[CH:20][C:16]=3[O:17][CH2:18][CH2:19][C:13]=2[CH:12]=1)=O.C(=O)([O-])[O-].[K+].[K+].Cl.[NH2:36][C:37]([NH2:39])=[NH:38]. Product: [Cl:1][C:2]1[CH:7]=[CH:6][CH:5]=[CH:4][C:3]=1[C:8]1[C:9]([C:11]2[S:24][C:14]3[C:15]4[CH:23]=[CH:22][CH:21]=[CH:20][C:16]=4[O:17][CH2:18][CH2:19][C:13]=3[CH:12]=2)=[N:38][C:37]([NH2:39])=[N:36][CH:25]=1. The catalyst class is: 8. (3) The catalyst class is: 57. Reactant: Br[C:2]1[N:7]=[C:6]([C:8]([NH:10][CH3:11])=[O:9])[C:5](=[O:12])[N:4]([C:13]2[CH:18]=[CH:17][CH:16]=[C:15]([C:19]([F:22])([F:21])[F:20])[CH:14]=2)[C:3]=1[CH3:23].[C:24]([C:26]1[CH:31]=[CH:30][C:29]([N:32]2[C:36](B(O)O)=[CH:35][CH:34]=[N:33]2)=[CH:28][CH:27]=1)#[N:25].C([O-])([O-])=O.[Cs+].[Cs+]. Product: [CH3:11][NH:10][C:8]([C:6]1[C:5](=[O:12])[N:4]([C:13]2[CH:18]=[CH:17][CH:16]=[C:15]([C:19]([F:22])([F:21])[F:20])[CH:14]=2)[C:3]([CH3:23])=[C:2]([C:36]2[N:32]([C:29]3[CH:30]=[CH:31][C:26]([C:24]#[N:25])=[CH:27][CH:28]=3)[N:33]=[CH:34][CH:35]=2)[N:7]=1)=[O:9]. (4) Reactant: [C:1]([O:5][C:6]([NH:8][CH2:9][C:10]1[CH:15]=[CH:14][C:13]([NH:16][C:17](=[O:37])[CH2:18][NH:19]C(=O)OCC2C3C=CC=CC=3C3C2=CC=CC=3)=[CH:12][CH:11]=1)=[O:7])([CH3:4])([CH3:3])[CH3:2].N1CCCCC1. Product: [NH2:19][CH2:18][C:17]([NH:16][C:13]1[CH:12]=[CH:11][C:10]([CH2:9][NH:8][C:6](=[O:7])[O:5][C:1]([CH3:2])([CH3:3])[CH3:4])=[CH:15][CH:14]=1)=[O:37]. The catalyst class is: 3. (5) Product: [Cl:15][C:12]1[C:13](=[O:14])[NH:8][N:9]=[CH:10][C:11]=1[C:16]1[CH:17]=[CH:18][C:19]([Cl:22])=[CH:20][CH:21]=1. The catalyst class is: 11. Reactant: C([N:8]1[C:13](=[O:14])[C:12]([Cl:15])=[C:11]([C:16]2[CH:21]=[CH:20][C:19]([Cl:22])=[CH:18][CH:17]=2)[CH:10]=[N:9]1)C1C=CC=CC=1.[Cl-].[Al+3].[Cl-].[Cl-]. (6) Reactant: C([Li])CCC.C(NC(C)C)(C)C.C[Si](C)(C)[N:15]1[CH2:19][CH2:18][CH2:17][C:16]1=[O:20].[CH:23]1[N:24]=[CH:25][N:26]2[CH2:31][CH2:30][CH2:29][C:28](=[O:32])[C:27]=12. Product: [OH:32][C:28]1([CH:17]2[CH2:18][CH2:19][NH:15][C:16]2=[O:20])[CH2:29][CH2:30][CH2:31][N:26]2[CH:25]=[N:24][CH:23]=[C:27]12. The catalyst class is: 7.